From a dataset of NCI-60 drug combinations with 297,098 pairs across 59 cell lines. Regression. Given two drug SMILES strings and cell line genomic features, predict the synergy score measuring deviation from expected non-interaction effect. (1) Drug 1: CC1CCC2CC(C(=CC=CC=CC(CC(C(=O)C(C(C(=CC(C(=O)CC(OC(=O)C3CCCCN3C(=O)C(=O)C1(O2)O)C(C)CC4CCC(C(C4)OC)OCCO)C)C)O)OC)C)C)C)OC. Drug 2: C#CCC(CC1=CN=C2C(=N1)C(=NC(=N2)N)N)C3=CC=C(C=C3)C(=O)NC(CCC(=O)O)C(=O)O. Cell line: HOP-62. Synergy scores: CSS=15.2, Synergy_ZIP=0.323, Synergy_Bliss=-0.587, Synergy_Loewe=-9.13, Synergy_HSA=-1.25. (2) Drug 1: CC1C(C(CC(O1)OC2CC(CC3=C2C(=C4C(=C3O)C(=O)C5=C(C4=O)C(=CC=C5)OC)O)(C(=O)CO)O)N)O.Cl. Drug 2: N.N.Cl[Pt+2]Cl. Cell line: NCI-H322M. Synergy scores: CSS=6.84, Synergy_ZIP=-0.538, Synergy_Bliss=0.377, Synergy_Loewe=-2.33, Synergy_HSA=-1.39. (3) Drug 1: CC1C(C(=O)NC(C(=O)N2CCCC2C(=O)N(CC(=O)N(C(C(=O)O1)C(C)C)C)C)C(C)C)NC(=O)C3=C4C(=C(C=C3)C)OC5=C(C(=O)C(=C(C5=N4)C(=O)NC6C(OC(=O)C(N(C(=O)CN(C(=O)C7CCCN7C(=O)C(NC6=O)C(C)C)C)C)C(C)C)C)N)C. Drug 2: C1=NC2=C(N=C(N=C2N1C3C(C(C(O3)CO)O)O)F)N. Cell line: HOP-92. Synergy scores: CSS=29.5, Synergy_ZIP=-10.6, Synergy_Bliss=-3.62, Synergy_Loewe=-22.5, Synergy_HSA=-0.309. (4) Drug 1: CC1=CC=C(C=C1)C2=CC(=NN2C3=CC=C(C=C3)S(=O)(=O)N)C(F)(F)F. Drug 2: C1CNP(=O)(OC1)N(CCCl)CCCl. Cell line: U251. Synergy scores: CSS=6.64, Synergy_ZIP=8.39, Synergy_Bliss=-0.218, Synergy_Loewe=3.92, Synergy_HSA=2.23. (5) Drug 1: CCC1=CC2CC(C3=C(CN(C2)C1)C4=CC=CC=C4N3)(C5=C(C=C6C(=C5)C78CCN9C7C(C=CC9)(C(C(C8N6C)(C(=O)OC)O)OC(=O)C)CC)OC)C(=O)OC.C(C(C(=O)O)O)(C(=O)O)O. Drug 2: CC12CCC3C(C1CCC2O)C(CC4=C3C=CC(=C4)O)CCCCCCCCCS(=O)CCCC(C(F)(F)F)(F)F. Cell line: CCRF-CEM. Synergy scores: CSS=61.8, Synergy_ZIP=-2.02, Synergy_Bliss=0.490, Synergy_Loewe=-20.0, Synergy_HSA=2.96. (6) Drug 1: C1=CN(C=N1)CC(O)(P(=O)(O)O)P(=O)(O)O. Drug 2: C1CN1C2=NC(=NC(=N2)N3CC3)N4CC4. Cell line: COLO 205. Synergy scores: CSS=24.1, Synergy_ZIP=3.46, Synergy_Bliss=7.72, Synergy_Loewe=-3.60, Synergy_HSA=5.44. (7) Drug 1: CC1=CC2C(CCC3(C2CCC3(C(=O)C)OC(=O)C)C)C4(C1=CC(=O)CC4)C. Drug 2: CC(C)CN1C=NC2=C1C3=CC=CC=C3N=C2N. Cell line: EKVX. Synergy scores: CSS=3.13, Synergy_ZIP=-2.13, Synergy_Bliss=-0.467, Synergy_Loewe=-1.53, Synergy_HSA=-1.20.